From a dataset of Catalyst prediction with 721,799 reactions and 888 catalyst types from USPTO. Predict which catalyst facilitates the given reaction. (1) Reactant: [H-].[Na+].[OH:3][CH2:4][C@H:5]1[CH2:10][CH2:9][CH2:8][N:7](C(OC(C)(C)C)=O)[CH2:6]1.[CH2:18](I)[CH3:19].[ClH:21].O1CCOCC1. Product: [ClH:21].[CH2:18]([O:3][CH2:4][C@H:5]1[CH2:10][CH2:9][CH2:8][NH:7][CH2:6]1)[CH3:19]. The catalyst class is: 18. (2) Product: [F:19][C:17]1[CH:16]=[C:15]([F:20])[CH:14]=[C:13]2[C:18]=1[C:9]([NH:8][C:7]1[C:2]([C:41]3[CH:40]=[CH:39][N:38]=[CH:37][C:36]=3[O:35][CH3:34])=[N:3][CH:4]=[C:5]([N:28]3[CH2:29][CH2:30][O:31][CH2:32][CH2:33]3)[CH:6]=1)=[C:10]([CH3:27])[C:11]([C:21]1[CH:26]=[CH:25][CH:24]=[CH:23][N:22]=1)=[N:12]2. The catalyst class is: 552. Reactant: Cl[C:2]1[C:7]([NH:8][C:9]2[C:18]3[C:13](=[CH:14][C:15]([F:20])=[CH:16][C:17]=3[F:19])[N:12]=[C:11]([C:21]3[CH:26]=[CH:25][CH:24]=[CH:23][N:22]=3)[C:10]=2[CH3:27])=[CH:6][C:5]([N:28]2[CH2:33][CH2:32][O:31][CH2:30][CH2:29]2)=[CH:4][N:3]=1.[CH3:34][O:35][C:36]1[CH:37]=[N:38][CH:39]=[CH:40][C:41]=1B(O)O.C1(P(C2CCCCC2)C2CCCCC2)CCCCC1.[O-]P([O-])([O-])=O.[K+].[K+].[K+]. (3) Reactant: Br[C:2]1[CH:3]=[C:4]([CH:23]=[CH:24][CH:25]=1)[CH2:5][O:6][C:7]1[CH:12]=[CH:11][C:10]([C:13]2([CH2:17][C:18]([O:20][CH2:21][CH3:22])=[O:19])[CH2:16][O:15][CH2:14]2)=[CH:9][CH:8]=1.[CH3:26][O:27][C:28]1[CH:29]=[N:30][CH:31]=[C:32](B2OC(C)(C)C(C)(C)O2)[CH:33]=1.C(=O)([O-])[O-].[K+].[K+]. Product: [CH3:26][O:27][C:28]1[CH:33]=[C:32]([C:2]2[CH:3]=[C:4]([CH:23]=[CH:24][CH:25]=2)[CH2:5][O:6][C:7]2[CH:12]=[CH:11][C:10]([C:13]3([CH2:17][C:18]([O:20][CH2:21][CH3:22])=[O:19])[CH2:14][O:15][CH2:16]3)=[CH:9][CH:8]=2)[CH:31]=[N:30][CH:29]=1. The catalyst class is: 38. (4) Reactant: [F:1][C:2]([F:11])([F:10])[C:3]1[C:7]([CH:8]=[O:9])=[CH:6][NH:5][N:4]=1.CC(C)([O-])C.[K+].Br[CH2:19][C:20]([NH:22][C:23]1[S:27][C:26]2[CH2:28][CH2:29][CH2:30][CH2:31][C:25]=2[C:24]=1[C:32]([NH:34][CH3:35])=[O:33])=[O:21].[NH4+].[Cl-]. Product: [CH:8]([C:7]1[C:3]([C:2]([F:1])([F:10])[F:11])=[N:4][N:5]([CH2:19][C:20]([NH:22][C:23]2[S:27][C:26]3[CH2:28][CH2:29][CH2:30][CH2:31][C:25]=3[C:24]=2[C:32]([NH:34][CH3:35])=[O:33])=[O:21])[CH:6]=1)=[O:9]. The catalyst class is: 1. (5) Reactant: [CH3:1][C@H:2]1[CH2:7][CH2:6][C@H:5]([C:8](Cl)=[O:9])[CH2:4][CH2:3]1.[CH3:11][O:12][C:13]([C:15]1[S:16][CH:17]=[CH:18][C:19]=1[NH:20][CH:21]1[CH2:30][CH2:29][C:24]2([O:28][CH2:27][CH2:26][O:25]2)[CH2:23][CH2:22]1)=[O:14].N1C=CC=CC=1.CO. Product: [CH3:11][O:12][C:13]([C:15]1[S:16][CH:17]=[CH:18][C:19]=1[N:20]([CH:21]1[CH2:30][CH2:29][C:24]2([O:28][CH2:27][CH2:26][O:25]2)[CH2:23][CH2:22]1)[C:8]([C@H:5]1[CH2:6][CH2:7][C@H:2]([CH3:1])[CH2:3][CH2:4]1)=[O:9])=[O:14]. The catalyst class is: 11. (6) The catalyst class is: 3. Reactant: Cl.[CH:2]1([N:5]2[C:13]3[CH2:12][CH2:11][NH:10][CH2:9][C:8]=3[C:7]([NH:14][C:15]3[CH:16]=[C:17]([CH3:21])[CH:18]=[CH:19][CH:20]=3)=[N:6]2)[CH2:4][CH2:3]1.Cl.C1(N2C(NC3C=C(C)C=CC=3)=C3CNCCC3=N2)CC1.CCN(CC)CC.[C:50](OC(=O)C)(=[O:52])[CH3:51]. Product: [CH:2]1([N:5]2[C:13]3[CH2:12][CH2:11][N:10]([C:50](=[O:52])[CH3:51])[CH2:9][C:8]=3[C:7]([NH:14][C:15]3[CH:16]=[C:17]([CH3:21])[CH:18]=[CH:19][CH:20]=3)=[N:6]2)[CH2:3][CH2:4]1.